This data is from Catalyst prediction with 721,799 reactions and 888 catalyst types from USPTO. The task is: Predict which catalyst facilitates the given reaction. (1) Reactant: [F:1][C:2]1[CH:7]=[CH:6][C:5]([N:8]2[C:16]3[C:11](=[CH:12][C:13]([CH:17]([C:23]4[CH:28]=[CH:27][CH:26]=[CH:25][CH:24]=4)[C:18]([CH3:22])([CH3:21])[CH2:19][OH:20])=[CH:14][CH:15]=3)[CH:10]=[N:9]2)=[CH:4][CH:3]=1.CC(OI1(OC(C)=O)(OC(C)=O)OC(=O)C2C=CC=CC1=2)=O.[OH-].[Na+]. Product: [F:1][C:2]1[CH:3]=[CH:4][C:5]([N:8]2[C:16]3[C:11](=[CH:12][C:13]([CH:17]([C:23]4[CH:24]=[CH:25][CH:26]=[CH:27][CH:28]=4)[C:18]([CH3:22])([CH3:21])[CH:19]=[O:20])=[CH:14][CH:15]=3)[CH:10]=[N:9]2)=[CH:6][CH:7]=1. The catalyst class is: 2. (2) Reactant: Cl[C:2]1C=C(SC2C3C(=CC(C)=CC=3)NC=2CCC(N)=O)C=C(Cl)[CH:7]=1.[Cl:25][C:26]1[CH:31]=[CH:30][C:29]([S:32][C:33]2[C:41]3[C:36](=[CH:37][CH:38]=[CH:39][C:40]=3[CH3:42])[NH:35][C:34]=2[C:43]([OH:45])=[O:44])=[CH:28][CH:27]=1.C(Cl)(=O)C(Cl)=O.CCO. Product: [Cl:25][C:26]1[CH:27]=[CH:28][C:29]([S:32][C:33]2[C:41]3[C:36](=[CH:37][CH:38]=[CH:39][C:40]=3[CH3:42])[NH:35][C:34]=2[C:43]([O:45][CH2:2][CH3:7])=[O:44])=[CH:30][CH:31]=1. The catalyst class is: 1. (3) Reactant: [BrH:1].[CH:2]1[C:11]2[C:6](=[CH:7][CH:8]=[CH:9][CH:10]=2)[CH:5]=[CH:4][C:3]=1[C:12]1[N:13]2[CH2:19][CH2:18][N:17]=[C:14]2[S:15][CH:16]=1.C([O-])([O-])=O.[Na+].[Na+].C(Cl)Cl.BrBr. Product: [BrH:1].[Br:1][C:16]1[S:15][C:14]2=[N:17][CH2:18][CH2:19][N:13]2[C:12]=1[C:3]1[CH:4]=[CH:5][C:6]2[C:11](=[CH:10][CH:9]=[CH:8][CH:7]=2)[CH:2]=1. The catalyst class is: 28. (4) Reactant: [Cl:1][C:2]1[CH:3]=[C:4]2[C:9](=[CH:10][CH:11]=1)[C:8]([CH2:13][CH3:14])([CH3:12])[C:7](=[O:15])[C:6]([C:16]([NH:18][CH2:19][C:20]([O:22]C(C)(C)C)=[O:21])=[O:17])=[C:5]2[OH:27]. Product: [Cl:1][C:2]1[CH:3]=[C:4]2[C:9](=[CH:10][CH:11]=1)[C:8]([CH2:13][CH3:14])([CH3:12])[C:7](=[O:15])[C:6]([C:16]([NH:18][CH2:19][C:20]([OH:22])=[O:21])=[O:17])=[C:5]2[OH:27]. The catalyst class is: 67.